This data is from Forward reaction prediction with 1.9M reactions from USPTO patents (1976-2016). The task is: Predict the product of the given reaction. (1) Given the reactants Cl[C:2]1[CH:14]=[C:13]([CH3:15])[C:5]([C:6]([O:8][C:9]([CH3:12])([CH3:11])[CH3:10])=[O:7])=[C:4]([N:16]2[CH2:21][CH2:20][C:19]([CH3:23])([CH3:22])[CH2:18][CH2:17]2)[N:3]=1.C(=[NH:37])(C1C=CC=CC=1)C1C=CC=CC=1.CC1(C)C2C(=C(P(C3C=CC=CC=3)C3C=CC=CC=3)C=CC=2)OC2C(P(C3C=CC=CC=3)C3C=CC=CC=3)=CC=CC1=2.C([O-])([O-])=O.[Cs+].[Cs+].C([O-])(=O)C.[Na+].Cl.NO.[OH-].[Na+], predict the reaction product. The product is: [NH2:37][C:2]1[CH:14]=[C:13]([CH3:15])[C:5]([C:6]([O:8][C:9]([CH3:12])([CH3:11])[CH3:10])=[O:7])=[C:4]([N:16]2[CH2:21][CH2:20][C:19]([CH3:23])([CH3:22])[CH2:18][CH2:17]2)[N:3]=1. (2) Given the reactants [C:1](N1C=CC=CC1=O)(N1C=CC=CC1=O)=[S:2].[CH3:17][C:18]1[CH:19]=[C:20]2[C:25](=[CH:26][CH:27]=1)[CH:24]=[N:23][C:22]([NH2:28])=[CH:21]2, predict the reaction product. The product is: [N:28]([C:22]1[N:23]=[CH:24][C:25]2[C:20]([CH:21]=1)=[CH:19][C:18]([CH3:17])=[CH:27][CH:26]=2)=[C:1]=[S:2]. (3) Given the reactants [O:1]=[C:2]1[N:7]([C:8]2([C:11]([OH:13])=O)[CH2:10][CH2:9]2)[CH2:6][CH2:5][O:4][CH2:3]1.Cl.Cl.[NH2:16][C:17]1[CH:18]=[CH:19][C:20]([N:24]2[CH2:29][CH2:28][CH2:27][C@@H:26]([C:30]([N:32]3[CH2:36][CH2:35][CH2:34][CH2:33]3)=O)[CH2:25]2)=[N:21][C:22]=1[NH2:23].F[P-](F)(F)(F)(F)F.[N:44]1(OC(N(C)C)=[N+](C)C)[C:48]2N=CC=CC=2N=N1.C(N(C(C)C)CC)(C)C, predict the reaction product. The product is: [NH2:23][C:22]1[C:17]([NH:16][C:11]([C:8]2([N:7]3[CH2:6][CH2:5][O:4][CH2:3][C:2]3=[O:1])[CH2:9][CH2:10]2)=[O:13])=[CH:18][CH:19]=[C:20]([N:24]2[CH2:29][CH2:28][CH2:27][CH:26]([C:30]3[N:32]4[CH2:36][CH2:35][CH2:34][C:33]4=[CH:48][N:44]=3)[CH2:25]2)[N:21]=1.